Dataset: Forward reaction prediction with 1.9M reactions from USPTO patents (1976-2016). Task: Predict the product of the given reaction. (1) Given the reactants [C:1]([C:4]1[C:5]([O:30][CH2:31][CH3:32])=[C:6]([CH:12]([NH:22][C:23](=[O:29])[O:24][C:25]([CH3:28])([CH3:27])[CH3:26])[CH2:13][O:14][Si](C(C)(C)C)(C)C)[C:7]([F:11])=[C:8]([Cl:10])[CH:9]=1)(=[O:3])[CH3:2].[F-].C([N+](CCCC)(CCCC)CCCC)CCC, predict the reaction product. The product is: [C:25]([O:24][C:23](=[O:29])[NH:22][CH:12]([C:6]1[C:7]([F:11])=[C:8]([Cl:10])[CH:9]=[C:4]([C:1](=[O:3])[CH3:2])[C:5]=1[O:30][CH2:31][CH3:32])[CH2:13][OH:14])([CH3:28])([CH3:26])[CH3:27]. (2) Given the reactants [N:1]1([CH:5]([C:19]2[CH:23]=[CH:22][S:21][CH:20]=2)[C:6]([NH:8][C:9]2[CH:10]=[C:11]3[C:15](=[CH:16][CH:17]=2)[NH:14][N:13]=[C:12]3I)=[O:7])[CH2:4][CH2:3][CH2:2]1.CC1(C)C(C)(C)OB([C:32]2[CH:37]=[CH:36][C:35]([N:38]3[CH2:43][CH2:42][CH:41]([C:44]([OH:47])([CH3:46])[CH3:45])[CH2:40][CH2:39]3)=[CH:34][CH:33]=2)O1, predict the reaction product. The product is: [N:1]1([CH:5]([C:19]2[CH:23]=[CH:22][S:21][CH:20]=2)[C:6]([NH:8][C:9]2[CH:10]=[C:11]3[C:15](=[CH:16][CH:17]=2)[NH:14][N:13]=[C:12]3[C:32]2[CH:33]=[CH:34][C:35]([N:38]3[CH2:39][CH2:40][CH:41]([C:44]([OH:47])([CH3:45])[CH3:46])[CH2:42][CH2:43]3)=[CH:36][CH:37]=2)=[O:7])[CH2:4][CH2:3][CH2:2]1. (3) The product is: [Cl:1][C:2]1[CH:3]=[C:4]([NH2:16])[CH:5]=[CH:6][C:7]=1[CH2:8][CH2:9][CH2:10][N:11]([CH2:12][CH3:13])[CH2:14][CH3:15]. Given the reactants [Cl:1][C:2]1[CH:3]=[C:4]([NH2:16])[CH:5]=[CH:6][C:7]=1[C:8]#[C:9][CH2:10][N:11]([CH2:14][CH3:15])[CH2:12][CH3:13], predict the reaction product.